From a dataset of Full USPTO retrosynthesis dataset with 1.9M reactions from patents (1976-2016). Predict the reactants needed to synthesize the given product. (1) Given the product [CH:43]1([C:37]2[CH:38]=[CH:39][C:40]([C:2]3[CH:36]=[CH:35][C:5]([CH2:6][C:7]4[N:8]([C:20]5[CH:25]=[CH:24][C:23]([N:26]6[S:30](=[O:31])(=[O:32])[NH:29][C:28](=[O:33])[CH2:27]6)=[C:22]([CH3:34])[CH:21]=5)[CH:9]=[C:10]([C:12]5[CH:17]=[CH:16][C:15]([Cl:18])=[CH:14][C:13]=5[Cl:19])[N:11]=4)=[CH:4][CH:3]=3)=[CH:41][CH:42]=2)[CH2:44][CH2:45][CH2:46][CH2:47][CH2:48]1, predict the reactants needed to synthesize it. The reactants are: Br[C:2]1[CH:36]=[CH:35][C:5]([CH2:6][C:7]2[N:8]([C:20]3[CH:25]=[CH:24][C:23]([N:26]4[S:30](=[O:32])(=[O:31])[NH:29][C:28](=[O:33])[CH2:27]4)=[C:22]([CH3:34])[CH:21]=3)[CH:9]=[C:10]([C:12]3[CH:17]=[CH:16][C:15]([Cl:18])=[CH:14][C:13]=3[Cl:19])[N:11]=2)=[CH:4][CH:3]=1.[CH:37]1([C:43]2[CH:48]=[CH:47][C:46](B(O)O)=[CH:45][CH:44]=2)[CH2:42][CH2:41][CH2:40][CH2:39][CH2:38]1. (2) The reactants are: [OH-].[NH4+].[Br:3][C:4]1[CH:9]=[CH:8][C:7]([S:10][CH2:11][C:12](O)=[O:13])=[C:6]([N+:15]([O-])=O)[CH:5]=1. Given the product [Br:3][C:4]1[CH:9]=[CH:8][C:7]2[S:10][CH2:11][C:12](=[O:13])[NH:15][C:6]=2[CH:5]=1, predict the reactants needed to synthesize it. (3) Given the product [NH:5]1[C:9]2=[N:10][CH:11]=[CH:12][CH:13]=[C:8]2[C:7]([C:14](=[O:15])[CH3:16])=[CH:6]1, predict the reactants needed to synthesize it. The reactants are: [Al+3].[Cl-].[Cl-].[Cl-].[NH:5]1[C:9]2=[N:10][CH:11]=[CH:12][CH:13]=[C:8]2[CH:7]=[CH:6]1.[C:14](Cl)([CH3:16])=[O:15]. (4) Given the product [OH:42][C:37]([CH3:41])([CH3:36])[CH2:38][CH2:39][O:1][C:2]1[CH:7]=[CH:6][C:5]([C:8]2[C:12]3[CH:13]=[C:14]([CH2:17][O:18][C:19]4[N:24]=[CH:23][C:22]([CH:25]([C:32]#[C:33][CH3:34])[CH2:26][C:27]([O:29][CH2:30][CH3:31])=[O:28])=[CH:21][CH:20]=4)[CH:15]=[CH:16][C:11]=3[S:10][CH:9]=2)=[C:4]([CH3:35])[CH:3]=1, predict the reactants needed to synthesize it. The reactants are: [OH:1][C:2]1[CH:7]=[CH:6][C:5]([C:8]2[C:12]3[CH:13]=[C:14]([CH2:17][O:18][C:19]4[N:24]=[CH:23][C:22]([CH:25]([C:32]#[C:33][CH3:34])[CH2:26][C:27]([O:29][CH2:30][CH3:31])=[O:28])=[CH:21][CH:20]=4)[CH:15]=[CH:16][C:11]=3[S:10][CH:9]=2)=[C:4]([CH3:35])[CH:3]=1.[CH3:36][C:37]([OH:42])([CH3:41])[CH2:38][CH2:39]O.P(CCCC)(CCCC)CCCC.C1CCN(C(N=NC(N2CCCCC2)=O)=O)CC1. (5) Given the product [CH2:78]([N:66]1[C:67]2[CH:72]=[C:71]([C:73]([NH:21][OH:22])=[O:75])[N:70]=[CH:69][C:68]=2[C:64]([CH2:63][C:62]2[CH:80]=[C:81]([F:84])[C:82]([F:83])=[C:60]([F:59])[C:61]=2[OH:85])=[CH:65]1)[CH3:79], predict the reactants needed to synthesize it. The reactants are: C(OCC1C2C(=CN=C(C([NH:21][OH:22])=O)C=2)N(CC2C=CC(F)=CC=2F)C=1)C1C=CC=CC=1.FC1(F)C(F)=CC=C(OCC2C3C=NC(C(OCC)=O)=CC=3N(CC)C=2)C1.[F:59][C:60]1[C:61]([OH:85])=[C:62]([CH:80]=[C:81]([F:84])[C:82]=1[F:83])[CH2:63][C:64]1[C:68]2[CH:69]=[N:70][C:71]([C:73]([O:75]CC)=O)=[CH:72][C:67]=2[N:66]([CH2:78][CH3:79])[CH:65]=1.